From a dataset of Reaction yield outcomes from USPTO patents with 853,638 reactions. Predict the reaction yield, written as a fraction of the theoretical maximum amount of product (1.0 means a 100% yield; for example, 0.34 means a 34% yield). (1) The reactants are [C:1]([O:5][C:6]([N:8]1[CH2:13][CH2:12][CH:11]([C:14]([OH:16])=O)[CH:10]([C:17]2[CH:22]=[CH:21][CH:20]=[CH:19][CH:18]=2)[CH2:9]1)=[O:7])([CH3:4])([CH3:3])[CH3:2].CCN=C=NCCCN(C)C.Cl.C1C=CC2N(O)N=NC=2C=1.[F:45][C:46]([F:60])([F:59])[C:47]1[CH:48]=[C:49]([CH:52]=[C:53]([C:55]([F:58])([F:57])[F:56])[CH:54]=1)[CH2:50][NH2:51]. The catalyst is CN(C=O)C.O. The product is [F:45][C:46]([F:59])([F:60])[C:47]1[CH:48]=[C:49]([CH:52]=[C:53]([C:55]([F:58])([F:56])[F:57])[CH:54]=1)[CH2:50][NH:51][C:14]([C@H:11]1[CH2:12][CH2:13][N:8]([C:6]([O:5][C:1]([CH3:4])([CH3:2])[CH3:3])=[O:7])[CH2:9][C@H:10]1[C:17]1[CH:18]=[CH:19][CH:20]=[CH:21][CH:22]=1)=[O:16]. The yield is 0.170. (2) The reactants are [NH:1]1[CH:5]=[N:4][C:3]([S:6][CH2:7][CH2:8][O:9][C:10]2[CH:11]=[C:12]([CH2:16][NH2:17])[CH:13]=[CH:14][CH:15]=2)=[N:2]1.[F:18][C:19]1[CH:20]=[C:21]2[C:26](=[CH:27][CH:28]=1)[N:25]=[C:24]([C:29](OCC)=[O:30])[NH:23][C:22]2=[O:34].C(N(C(C)C)CC)(C)C.C(O)C. The catalyst is C1COCC1. The product is [F:18][C:19]1[CH:20]=[C:21]2[C:26](=[CH:27][CH:28]=1)[N:25]=[C:24]([C:29]([NH:17][CH2:16][C:12]1[CH:13]=[CH:14][CH:15]=[C:10]([O:9][CH2:8][CH2:7][S:6][C:3]3[N:4]=[CH:5][NH:1][N:2]=3)[CH:11]=1)=[O:30])[NH:23][C:22]2=[O:34]. The yield is 0.250. (3) The reactants are [Cl:1][C:2]1[CH:22]=[CH:21][C:5]([CH2:6][C:7]2[N:8]=[C:9]([C:15]3[CH:20]=[CH:19][N:18]=[CH:17][CH:16]=3)[S:10][C:11]=2[C:12](O)=[O:13])=[CH:4][CH:3]=1.C1C=[CH:25][C:26]2N(O)N=[N:29][C:27]=2C=1.CCN=C=NCCCN(C)C.C(N)C=C. The catalyst is C(Cl)Cl. The product is [CH2:27]([NH:29][C:12]([C:11]1[S:10][C:9]([C:15]2[CH:16]=[CH:17][N:18]=[CH:19][CH:20]=2)=[N:8][C:7]=1[CH2:6][C:5]1[CH:21]=[CH:22][C:2]([Cl:1])=[CH:3][CH:4]=1)=[O:13])[CH:26]=[CH2:25]. The yield is 0.610.